Task: Predict the product of the given reaction.. Dataset: Forward reaction prediction with 1.9M reactions from USPTO patents (1976-2016) The product is: [CH3:1][N:2]([CH3:29])[S:3]([N:6]1[CH:10]=[C:9]([C:11]2[C:20]3[C:15](=[CH:16][CH:17]=[CH:18][CH:19]=3)[C:14](=[O:21])[NH:13][CH:12]=2)[C:8]([C:23]2[CH:28]=[CH:27][CH:26]=[CH:25][N:24]=2)=[N:7]1)(=[O:4])=[O:5]. Given the reactants [CH3:1][N:2]([CH3:29])[S:3]([N:6]1[CH:10]=[C:9]([C:11]2[C:20]3[C:15](=[CH:16][CH:17]=[CH:18][CH:19]=3)[C:14]([O:21]C)=[N:13][CH:12]=2)[C:8]([C:23]2[CH:28]=[CH:27][CH:26]=[CH:25][N:24]=2)=[N:7]1)(=[O:5])=[O:4].BrC1C2C(=CC=CC=2)C(OC)=NC=1, predict the reaction product.